This data is from Full USPTO retrosynthesis dataset with 1.9M reactions from patents (1976-2016). The task is: Predict the reactants needed to synthesize the given product. (1) Given the product [O:1]1[C:5]([C:6]2[S:7][CH:8]=[C:9]([CH2:11][OH:12])[N:10]=2)=[CH:4][CH:3]=[N:2]1, predict the reactants needed to synthesize it. The reactants are: [O:1]1[C:5]([C:6]2[S:7][CH:8]=[C:9]([C:11](OCC)=[O:12])[N:10]=2)=[CH:4][CH:3]=[N:2]1.CO.[BH4-].[Li+]. (2) The reactants are: Cl[C:2]1[CH:11]=[CH:10][C:9]2[C:4](=[CH:5][CH:6]=[C:7](Cl)[CH:8]=2)[N:3]=1.[CH3:13][C:14]1[O:18][C:17]([CH2:19][NH2:20])=[CH:16][CH:15]=1.[CH3:21][O:22][C:23]1[CH:24]=[C:25]([CH:28]=[CH:29][CH:30]=1)[CH2:26][NH2:27]. Given the product [CH3:21][O:22][C:23]1[CH:24]=[C:25]([CH:28]=[CH:29][CH:30]=1)[CH2:26][NH:27][C:7]1[CH:8]=[C:9]2[C:4](=[CH:5][CH:6]=1)[N:3]=[C:2]([NH:20][CH2:19][C:17]1[O:18][C:14]([CH3:13])=[CH:15][CH:16]=1)[CH:11]=[CH:10]2, predict the reactants needed to synthesize it. (3) Given the product [Br:16][C:4]1[CH:5]=[CH:6][C:7]2[C:14](=[O:15])[N:23]([CH2:17][CH2:18][CH2:19][CH2:20][CH2:21][CH3:22])[C:11](=[O:13])[C:9]3[C:8]=2[C:3]=1[CH:2]=[CH:1][CH:10]=3, predict the reactants needed to synthesize it. The reactants are: [CH:1]1[CH:10]=[C:9]2[C:11]([O:13][C:14](=[O:15])[C:7]3=[C:8]2[C:3](=[C:4]([Br:16])[CH:5]=[CH:6]3)[CH:2]=1)=O.[CH2:17]([NH2:23])[CH2:18][CH2:19][CH2:20][CH2:21][CH3:22].C1(C)C=CC=CC=1.C(Cl)(Cl)Cl. (4) Given the product [N+:1]([C:31]1[C:32](=[O:33])[NH:27][C:28](=[O:34])[NH:29][CH:30]=1)([O-:3])=[O:2].[N:1]([C:40]1[C:41](=[O:42])[NH:36][C:37](=[O:43])[NH:38][CH:39]=1)=[O:3], predict the reactants needed to synthesize it. The reactants are: [N:1]([O-:3])=[O:2].[Na+].CC(O)=O.N(O)=O.C(O[N+]([O-])=O)C.CC(O[N+]([O-])=O)=O.N([N:27]1[C:32](=[O:33])[CH:31]=[CH:30][NH:29][C:28]1=[O:34])=O.N[N:36]1[C:41](=[O:42])[CH:40]=[CH:39][NH:38][C:37]1=[O:43].N([O-])=O.[Na+]. (5) Given the product [CH2:1]([N:8]1[CH2:13][CH2:12][N:11]([CH2:14][CH:15]([O:30][CH3:35])[CH2:16][N:17]2[C:18]3[CH:19]=[CH:20][CH:21]=[CH:22][C:23]=3[C:24]3[C:29]2=[CH:28][CH:27]=[CH:26][CH:25]=3)[CH2:10][CH2:9]1)[C:2]1[CH:3]=[CH:4][CH:5]=[CH:6][CH:7]=1, predict the reactants needed to synthesize it. The reactants are: [CH2:1]([N:8]1[CH2:13][CH2:12][N:11]([CH2:14][CH:15]([OH:30])[CH2:16][N:17]2[C:29]3[CH:28]=[CH:27][CH:26]=[CH:25][C:24]=3[C:23]3[C:18]2=[CH:19][CH:20]=[CH:21][CH:22]=3)[CH2:10][CH2:9]1)[C:2]1[CH:7]=[CH:6][CH:5]=[CH:4][CH:3]=1.[H-].[Na+].CI.[CH2:35](Cl)Cl.CO. (6) Given the product [Br:26][C:27]1[CH:28]=[C:29]([C:14]2[CH:15]=[C:16]3[C:7](=[C:8]4[C:13]=2[CH:12]=[CH:11][CH:10]=[CH:9]4)[C:6]2[CH:1]=[CH:2][CH:3]=[CH:4][C:5]=2[C:22]2[C:17]3=[CH:18][CH:19]=[CH:20][CH:21]=2)[CH:30]=[CH:31][CH:32]=1, predict the reactants needed to synthesize it. The reactants are: [CH:1]1[C:6]2[C:7]3[C:16]([C:17]4[C:22]([C:5]=2[CH:4]=[CH:3][CH:2]=1)=[CH:21][CH:20]=[CH:19][CH:18]=4)=[CH:15][C:14](B(O)O)=[C:13]1[C:8]=3[CH:9]=[CH:10][CH:11]=[CH:12]1.[Br:26][C:27]1[CH:28]=[C:29](I)[CH:30]=[CH:31][CH:32]=1.C1(C)C=CC=CC=1.C(=O)([O-])[O-].[Na+].[Na+]. (7) Given the product [CH3:12][O:13][C:14]1[CH:21]=[C:20]([O:22][CH3:23])[CH:19]=[CH:18][C:15]=1[CH:16]=[C:27]1[CH2:28][CH2:29][CH2:30][C:25]1=[O:9], predict the reactants needed to synthesize it. The reactants are: C1(N2CC[O:9]CC2)CCCC=1.[CH3:12][O:13][C:14]1[CH:21]=[C:20]([O:22][CH3:23])[CH:19]=[CH:18][C:15]=1[CH:16]=O.Cl.[CH:25]1[CH:30]=[CH:29][CH:28]=[CH:27]C=1.